This data is from Forward reaction prediction with 1.9M reactions from USPTO patents (1976-2016). The task is: Predict the product of the given reaction. (1) Given the reactants [C:1]([CH2:3]/[C:4](=[CH:10]\[C:11]1[CH:16]=[CH:15][C:14]([C:17]2[CH:22]=[CH:21][C:20]([C:23]([N:25]3[CH2:29][CH2:28][CH2:27][CH2:26]3)=[O:24])=[CH:19][CH:18]=2)=[CH:13][C:12]=1[N+:30]([O-])=O)/[C:5]([O:7][CH2:8][CH3:9])=[O:6])#[N:2].C([O-])([O-])=O.[Na+].[Na+], predict the reaction product. The product is: [NH2:2][C:1]1[CH2:3][C:4]([C:5]([O:7][CH2:8][CH3:9])=[O:6])=[CH:10][C:11]2[CH:16]=[CH:15][C:14]([C:17]3[CH:22]=[CH:21][C:20]([C:23]([N:25]4[CH2:29][CH2:28][CH2:27][CH2:26]4)=[O:24])=[CH:19][CH:18]=3)=[CH:13][C:12]=2[N:30]=1. (2) The product is: [F:1][C:2]1[CH:7]=[C:6]([CH3:8])[CH:5]=[C:4]([NH:9][CH:10]2[CH2:15][CH2:14][N:13]([C@H:16]3[CH2:21][CH2:20][C@H:19]([O:22][CH3:23])[CH2:18][CH2:17]3)[CH2:12][CH2:11]2)[C:3]=1[NH2:24]. Given the reactants [F:1][C:2]1[C:3]([N+:24]([O-])=O)=[C:4]([NH:9][CH:10]2[CH2:15][CH2:14][N:13]([C@H:16]3[CH2:21][CH2:20][C@H:19]([O:22][CH3:23])[CH2:18][CH2:17]3)[CH2:12][CH2:11]2)[CH:5]=[C:6]([CH3:8])[CH:7]=1.O.NN, predict the reaction product. (3) Given the reactants C([O:8][C:9]1[CH:36]=[CH:35][C:34]([N:37]2[CH2:46][CH2:45][C:40]3([O:44][CH2:43][CH2:42][O:41]3)[CH2:39][CH2:38]2)=[CH:33][C:10]=1[C:11]([NH:13][C:14]1[CH:26]=[C:25]([C:27]2[CH:32]=[CH:31][CH:30]=[CH:29][CH:28]=2)[CH:24]=[CH:23][C:15]=1[C:16]([O:18][C:19]([CH3:22])([CH3:21])[CH3:20])=[O:17])=[O:12])C1C=CC=CC=1, predict the reaction product. The product is: [O:41]1[C:40]2([CH2:39][CH2:38][N:37]([C:34]3[CH:35]=[CH:36][C:9]([OH:8])=[C:10]([CH:33]=3)[C:11]([NH:13][C:14]3[CH:26]=[C:25]([C:27]4[CH:28]=[CH:29][CH:30]=[CH:31][CH:32]=4)[CH:24]=[CH:23][C:15]=3[C:16]([O:18][C:19]([CH3:20])([CH3:22])[CH3:21])=[O:17])=[O:12])[CH2:46][CH2:45]2)[O:44][CH2:43][CH2:42]1. (4) Given the reactants [C:1]1([C:15]2[CH:20]=[CH:19][CH:18]=[CH:17][CH:16]=2)[CH:6]=[CH:5][C:4]([O:7][C@H:8]2[CH2:13][CH2:12][CH2:11][C@@H:10]([OH:14])[CH2:9]2)=[CH:3][CH:2]=1.[CH3:21][O:22][C@:23]([C:31]1[CH:36]=[CH:35][CH:34]=[CH:33][CH:32]=1)([C:27]([F:30])([F:29])[F:28])[C:24](O)=[O:25].CCN=C=NCCCN(C)C.Cl, predict the reaction product. The product is: [C:1]1([C:15]2[CH:16]=[CH:17][CH:18]=[CH:19][CH:20]=2)[CH:6]=[CH:5][C:4]([O:7][C@@H:8]2[CH2:13][CH2:12][CH2:11][C@H:10]([O:14][C:24](=[O:25])[C@@:23]([O:22][CH3:21])([C:31]3[CH:32]=[CH:33][CH:34]=[CH:35][CH:36]=3)[C:27]([F:29])([F:30])[F:28])[CH2:9]2)=[CH:3][CH:2]=1. (5) Given the reactants CN(C1C=CC=CN=1)C.C(C1C=[CH:20][C:19]2[C:14](=[CH:15][CH:16]=[CH:17][CH:18]=2)[N:13]=1)=C.[C:22]1(=O)[O:27][C:25](=[O:26])[CH2:24][CH2:23]1.O, predict the reaction product. The product is: [N:13]1[C:14]2[C:19](=[CH:18][CH:17]=[CH:16][CH:15]=2)[CH:20]=[CH:22][C:23]=1[CH2:24][C:25]([OH:27])=[O:26]. (6) Given the reactants CC(C)=O.[NH2:5][C:6]1[CH:7]=[CH:8][C:9]([NH:12][CH2:13][CH2:14][OH:15])=[N:10][CH:11]=1.Cl[C:17]([O:19][C:20]1[CH:25]=[CH:24][CH:23]=[CH:22][CH:21]=1)=[O:18], predict the reaction product. The product is: [OH:15][CH2:14][CH2:13][NH:12][C:9]1[N:10]=[CH:11][C:6]([NH:5][C:17](=[O:18])[O:19][C:20]2[CH:25]=[CH:24][CH:23]=[CH:22][CH:21]=2)=[CH:7][CH:8]=1. (7) Given the reactants [C:1]1(=[O:12])[C:10]2[C:5](=[CH:6][CH:7]=[CH:8][CH:9]=2)[CH:4]=[CH:3][C:2]1=[O:11].[OH:13][C:14]1([CH2:27][SH:28])[CH2:19][CH2:18][N:17]([C:20]([O:22][C:23]([CH3:26])([CH3:25])[CH3:24])=[O:21])[CH2:16][CH2:15]1.C(N(CC)CC)C, predict the reaction product. The product is: [O:11]=[C:2]1[C:1](=[O:12])[C:10]2[C:5](=[CH:6][CH:7]=[CH:8][CH:9]=2)[C:4]([S:28][CH2:27][C:14]2([OH:13])[CH2:15][CH2:16][N:17]([C:20]([O:22][C:23]([CH3:25])([CH3:24])[CH3:26])=[O:21])[CH2:18][CH2:19]2)=[CH:3]1. (8) Given the reactants N1C=CC(C2N(C3N=CSC=3)CC=CC=2C([O-])=O)=CC=1.Br[CH2:22][C:23]([C:25]1[C:30](=[O:31])[NH:29][C:28]([CH:32]2[CH2:34][CH2:33]2)=[C:27]([C:35]([O:37][CH2:38][CH3:39])=[O:36])[CH:26]=1)=O.[CH:40]1[C:45]([C:46]([NH2:48])=[S:47])=[CH:44][CH:43]=[N:42][CH:41]=1, predict the reaction product. The product is: [CH:32]1([C:28]2[NH:29][C:30](=[O:31])[C:25]([C:23]3[N:48]=[C:46]([C:45]4[CH:44]=[CH:43][N:42]=[CH:41][CH:40]=4)[S:47][CH:22]=3)=[CH:26][C:27]=2[C:35]([O:37][CH2:38][CH3:39])=[O:36])[CH2:34][CH2:33]1. (9) Given the reactants [N:1]1([C:7]2[CH:12]=[CH:11][C:10](O)=[C:9]([CH3:14])C=2)[CH2:6][CH2:5][CH2:4][CH2:3][CH2:2]1.[CH3:15][CH:16]1[CH2:21][CH2:20][CH2:19][CH2:18][N:17]1[CH2:22][CH2:23][CH2:24][OH:25].[C:26]1(P(C2C=CC=CC=2)C2C=CC=CC=2)C=CC=CC=1.CC(OC(/N=N/C(OC(C)(C)C)=O)=O)(C)C.[CH2:61]([Cl:63])[Cl:62], predict the reaction product. The product is: [NH3:1].[CH2:61]([Cl:63])[Cl:62].[CH3:15][CH:16]1[CH2:21][CH2:20][CH2:19][CH2:18][N:17]1[CH2:22][CH2:23][CH2:24][O:25][C:9]1[CH:10]=[CH:11][C:12]([CH2:7][N:1]2[CH2:2][CH2:3][CH2:4][CH2:5][CH2:6]2)=[CH:26][CH:14]=1.